This data is from Forward reaction prediction with 1.9M reactions from USPTO patents (1976-2016). The task is: Predict the product of the given reaction. (1) The product is: [Cl:1][C:2]1[CH:3]=[C:4]([N:12]=[C:13]2[N:14]([CH3:36])[C:15](=[O:35])[N:16]([CH2:28][C@@H:29]([C:31]([O:33][CH3:34])=[O:32])[CH3:30])[C:17](=[O:27])[NH:18]2)[CH:5]=[CH:6][C:7]=1[O:8][CH:9]([CH3:10])[CH3:11]. Given the reactants [Cl:1][C:2]1[CH:3]=[C:4]([N:12]=[C:13]2[N:18](CC3C=CC(Cl)=CC=3)[C:17](=[O:27])[N:16]([CH2:28][C@@H:29]([C:31]([O:33][CH3:34])=[O:32])[CH3:30])[C:15](=[O:35])[N:14]2[CH3:36])[CH:5]=[CH:6][C:7]=1[O:8][CH:9]([CH3:11])[CH3:10], predict the reaction product. (2) Given the reactants [CH3:1][O:2][C:3]1[CH:8]=[CH:7][C:6]([CH3:9])=[CH:5][C:4]=1B(O)O.[Cl:13][C:14]1[CH:19]=[C:18]([N+:20]([O-:22])=[O:21])[CH:17]=[C:16](Cl)[N:15]=1, predict the reaction product. The product is: [Cl:13][C:14]1[CH:19]=[C:18]([N+:20]([O-:22])=[O:21])[CH:17]=[C:16]([C:4]2[CH:5]=[C:6]([CH3:9])[CH:7]=[CH:8][C:3]=2[O:2][CH3:1])[N:15]=1.